Dataset: Full USPTO retrosynthesis dataset with 1.9M reactions from patents (1976-2016). Task: Predict the reactants needed to synthesize the given product. (1) Given the product [CH3:1][N:2]1[C:10]2[C:5](=[CH:6][CH:7]=[CH:8][CH:9]=2)[C:4]([C:11]2[C:12](=[O:24])[NH:13][C:14](=[O:23])[C:15]=2[C:16]2[CH:21]=[CH:20][CH:19]=[C:18]([NH:22][CH:28]3[CH2:29][CH2:30][O:25][CH2:26][CH2:27]3)[CH:17]=2)=[CH:3]1, predict the reactants needed to synthesize it. The reactants are: [CH3:1][N:2]1[C:10]2[C:5](=[CH:6][CH:7]=[CH:8][CH:9]=2)[C:4]([C:11]2[C:12](=[O:24])[NH:13][C:14](=[O:23])[C:15]=2[C:16]2[CH:21]=[CH:20][CH:19]=[C:18]([NH2:22])[CH:17]=2)=[CH:3]1.[O:25]1[CH2:30][CH2:29][C:28](=O)[CH2:27][CH2:26]1.[BH3-]C#N.[Na+]. (2) Given the product [CH2:20]([C:16]1[N:17]([CH3:19])[N:18]=[C:13]2[C:12](=[O:22])[NH:11][C:10]([C:9]3[C:4]([O:3][CH3:1])=[N:5][CH:6]=[C:7]([S:23]([N:26]4[CH2:27][CH2:28][N:29]([CH2:32][CH3:33])[CH2:30][CH2:31]4)(=[O:24])=[O:25])[CH:8]=3)=[N:15][C:14]=12)[CH3:21], predict the reactants needed to synthesize it. The reactants are: [CH2:1]([O:3][C:4]1[C:9]([C:10]2[NH:11][C:12](=[O:22])[C:13]3[C:14](=[C:16]([CH2:20][CH3:21])[N:17]([CH3:19])[N:18]=3)[N:15]=2)=[CH:8][C:7]([S:23]([N:26]2[CH2:31][CH2:30][N:29]([CH2:32][CH3:33])[CH2:28][CH2:27]2)(=[O:25])=[O:24])=[CH:6][N:5]=1)C. (3) Given the product [F:22][C:10]([F:9])([F:21])[C:11]1[CH:12]=[C:13]([S:17]([NH:1][C:2]2[O:6][N:5]=[C:4]([CH3:7])[C:3]=2[Br:8])(=[O:18])=[O:19])[CH:14]=[CH:15][CH:16]=1, predict the reactants needed to synthesize it. The reactants are: [NH2:1][C:2]1[O:6][N:5]=[C:4]([CH3:7])[C:3]=1[Br:8].[F:9][C:10]([F:22])([F:21])[C:11]1[CH:12]=[C:13]([S:17](Cl)(=[O:19])=[O:18])[CH:14]=[CH:15][CH:16]=1. (4) Given the product [CH3:11][C:2]1[CH:10]=[CH:9][CH:8]=[CH:7][C:3]=1[C:4]([OH:6])=[O:5], predict the reactants needed to synthesize it. The reactants are: Br[C:2]1[CH:10]=[CH:9][CH:8]=[CH:7][C:3]=1[C:4]([OH:6])=[O:5].[CH3:11]I.